From a dataset of Peptide-MHC class I binding affinity with 185,985 pairs from IEDB/IMGT. Regression. Given a peptide amino acid sequence and an MHC pseudo amino acid sequence, predict their binding affinity value. This is MHC class I binding data. (1) The peptide sequence is QLNDYEQLL. The MHC is HLA-A02:01 with pseudo-sequence HLA-A02:01. The binding affinity (normalized) is 0.935. (2) The peptide sequence is GLDLENLYAV. The MHC is HLA-A02:01 with pseudo-sequence HLA-A02:01. The binding affinity (normalized) is 0.884. (3) The peptide sequence is AYISSEATTPV. The MHC is Patr-B1301 with pseudo-sequence Patr-B1301. The binding affinity (normalized) is 0.389. (4) The peptide sequence is SMASLKSLY. The MHC is HLA-A68:01 with pseudo-sequence HLA-A68:01. The binding affinity (normalized) is 0.697. (5) The peptide sequence is MTYLDGHPV. The MHC is HLA-C12:03 with pseudo-sequence HLA-C12:03. The binding affinity (normalized) is 0.535.